Dataset: Reaction yield outcomes from USPTO patents with 853,638 reactions. Task: Predict the reaction yield, written as a fraction of the theoretical maximum amount of product (1.0 means a 100% yield; for example, 0.34 means a 34% yield). The reactants are I[C:2]1[CH:7]=[CH:6][N:5]=[C:4]2[NH:8][C:9]([C:11]([F:14])([F:13])[F:12])=[CH:10][C:3]=12.[H-].[Na+].C([Li])CCC.C([O:25][B:26](OC(C)C)[O:27]C(C)C)(C)C. The catalyst is O1CCCC1.O. The product is [F:12][C:11]([F:14])([F:13])[C:9]1[NH:8][C:4]2=[N:5][CH:6]=[CH:7][C:2]([B:26]([OH:27])[OH:25])=[C:3]2[CH:10]=1. The yield is 0.470.